Dataset: Forward reaction prediction with 1.9M reactions from USPTO patents (1976-2016). Task: Predict the product of the given reaction. Given the reactants [CH3:1][O:2][C:3]1[CH:11]=[C:10]2[C:6]([CH2:7][CH2:8][C:9]2=[O:12])=[CH:5][C:4]=1[N:13]1[CH2:18][CH2:17][O:16][CH2:15][CH2:14]1.[Cl:19][C:20]1[CH:27]=[CH:26][C:25]([C:28]([F:31])([F:30])[F:29])=[CH:24][C:21]=1[CH:22]=O.CC1C=CC(S(O)(=O)=O)=CC=1, predict the reaction product. The product is: [Cl:19][C:20]1[CH:27]=[CH:26][C:25]([C:28]([F:29])([F:30])[F:31])=[CH:24][C:21]=1/[CH:22]=[C:8]1/[C:9](=[O:12])[C:10]2[C:6]([CH2:7]/1)=[CH:5][C:4]([N:13]1[CH2:14][CH2:15][O:16][CH2:17][CH2:18]1)=[C:3]([O:2][CH3:1])[CH:11]=2.